Dataset: Experimentally validated miRNA-target interactions with 360,000+ pairs, plus equal number of negative samples. Task: Binary Classification. Given a miRNA mature sequence and a target amino acid sequence, predict their likelihood of interaction. (1) The miRNA is hsa-miR-19b-3p with sequence UGUGCAAAUCCAUGCAAAACUGA. The protein sequence of the target gene is MAAAEPMGPAQVPMNSEVIVDPIQGQVNFEDVFVYFSQEEWVLLDEAQRLLYRDVMLENFALMASLGHTSFMSHIVASLVMGSEPWVPDWVDMTLAVATETPGGSDPGCWHGMEDEEIPFEQSFSIGMSQIRIPKGGPSTQKAYPCGTCGLVLKDILHLAEHQETHPGQKPYMCVLCGKQFCFSANLHQHQKQHSGEKPFRSDKSRPFLLNNCAVQSMEMSFVTGEACKDFLASSSIFEHHAPHNEWKPHSNTKCEEASHCGKRHYKCSECGKTFSRKDSLVQHQRVHTGERPYECGECG.... Result: 1 (interaction). (2) The miRNA is mmu-miR-150-5p with sequence UCUCCCAACCCUUGUACCAGUG. The protein sequence of the target gene is MHGGRSCGPRTRREPSSGEEAAPVTAMAAESALQVVEKLQARLAANPDPKKLLKYLKKLSTLPITVDILAETGVGKTVNSLRKHEHVGSFARDLVAQWKKLVPVERNAEPDEQDFEKSNSRKRPRDALQKEEEMEGDYQETWKATGSRSYSPDHRQKKHRKLSELERPHKVSHGHERRDERKRCHRMSPTYSSDPESSDYGHVQSPPSCTSPHQMYVDHYRSLEEDQEPIVSHQKPGKGHSNAFQDRLGASQERHLGEPHGKGVVSQNKEHKSSHKDKRPVDAKSDEKASVVSREKSHKA.... Result: 0 (no interaction). (3) The miRNA is hsa-miR-6842-3p with sequence UUGGCUGGUCUCUGCUCCGCAG. The protein sequence of the target gene is MRDLPLTSLALVLSALGALLGTEALRAEEPAVGTSGLIFREDLDWPPGSPQEPLCLVALGGDSNGSSSPLRVVGALSAYEQAFLGAVQRARWGPRDLATFGVCNTGDRQAALPSLRRLGAWLRDPGGQRLVVLHLEEVTWEPTPSLRFQEPPPGGAGPPELALLVLYPGPGPEVTVTRAGLPGAQSLCPSRDTRYLVLAVDRPAGAWRGSGLALTLQPRGEDSRLSTARLQALLFGDDHRCFTRMTPALLLLPRSEPAPLPAHGQLDTVPFPPPRPSAELEESPPSADPFLETLTRLVRA.... Result: 0 (no interaction). (4) The miRNA is hsa-miR-195-3p with sequence CCAAUAUUGGCUGUGCUGCUCC. The protein sequence of the target gene is MAAAAAVGNAVPCGARPCGVRPDGQPKPGPQPRALLAAGPALIANGDELVAAVWPYRRLALLRRLTVLPFAGLLYPAWLGAAAAGCWGWGSSWVQIPEAALLVLATICLAHALTVLSGHWSVHAHCALTCTPEYDPSKATFVKVVPTPNNGSTELVALHRNEGEDGLEVLSFEFQKIKYSYDALEKKQFLPVAFPVGNAFSYYQSNRGFQEDSEIRAAEKKFGSNKAEMVVPDFSELFKERATAPFFVFQVFCVGLWCLDEYWYYSVFTLSMLVAFEASLVQQQMRNMSEIRKMGNKPHM.... Result: 0 (no interaction). (5) The miRNA is mmu-miR-3082-5p with sequence GACAGAGUGUGUGUGUCUGUGU. The protein sequence of the target gene is MVLLHWCLLWLLFPLSSRTQKLPTRDEELFQMQIRDKAFFHDSSVIPDGAEISSYLFRDTPKRYFFVVEEDNTPLSVTVTPCDAPLEWKLSLQELPEDRSGEGSGDLEPLEQQKQQIINEEGTELFSYKGNDVEYFISSSSPSGLYQLDLLSTEKDTHFKVYATTTPESDQPYPELPYDPRVDVTSLGRTTVTLAWKPSPTASLLKQPIQYCVVINKEHNFKSLCAVEAKLSADDAFMMAPKPGLDFSPFDFAHFGFPSDNSGKERSFQAKPSPKLGRHVYSRPKVDIQKICIGNKNIFT.... Result: 0 (no interaction). (6) The miRNA is hsa-miR-4434 with sequence AGGAGAAGUAAAGUAGAA. The protein sequence of the target gene is MTLRRLRKLQQKEEATAAPDPAGRAPDSEAARAAPLPSGPPAAAAPPGAPGEELYAALEDYHPAELYRALAVSGGTLPRRKGSGFRWKNFTQSPEQQRKVLTLEKGDNQTFGFEIQTYGLHHREEQRVEMVTFVCRVHESSPAQLAGLTPGDTIASVNGLNVEGIRHREIVDIIKASGNVLRLETLYGTSIRKAELEARLQYLKQTLYEKWGEYRSLMVQEQRLVHGLVVKDPSIYDTLESVRSCLYGAGLLPGSLPFGPLLAAPGSARGGARRAKGDTDDAVYHTCFFGGAEPQALPPP.... Result: 0 (no interaction).